The task is: Regression. Given a peptide amino acid sequence and an MHC pseudo amino acid sequence, predict their binding affinity value. This is MHC class II binding data.. This data is from Peptide-MHC class II binding affinity with 134,281 pairs from IEDB. (1) The peptide sequence is LVGPTPVNIIGRNLMTQIGC. The MHC is HLA-DQA10301-DQB10302 with pseudo-sequence HLA-DQA10301-DQB10302. The binding affinity (normalized) is 0.172. (2) The peptide sequence is LPLRRLLGLVAAGLD. The MHC is HLA-DPA10103-DPB10401 with pseudo-sequence HLA-DPA10103-DPB10401. The binding affinity (normalized) is 0.296. (3) The peptide sequence is VIGVAFLAVFQSATK. The MHC is DRB1_1501 with pseudo-sequence DRB1_1501. The binding affinity (normalized) is 0.531.